Dataset: Reaction yield outcomes from USPTO patents with 853,638 reactions. Task: Predict the reaction yield, written as a fraction of the theoretical maximum amount of product (1.0 means a 100% yield; for example, 0.34 means a 34% yield). The reactants are C([O:3][C:4](=O)[CH2:5][C:6]1[CH:7]=[CH:8][C:9]2[N:14]([CH3:15])[CH2:13][CH2:12][N:11]([C:16]([O:18][C:19]([CH3:22])([CH3:21])[CH3:20])=[O:17])[C:10]=2[N:23]=1)C.[Li+].[BH4-]. The catalyst is C1COCC1. The product is [OH:3][CH2:4][CH2:5][C:6]1[CH:7]=[CH:8][C:9]2[N:14]([CH3:15])[CH2:13][CH2:12][N:11]([C:16]([O:18][C:19]([CH3:21])([CH3:20])[CH3:22])=[O:17])[C:10]=2[N:23]=1. The yield is 0.740.